This data is from Forward reaction prediction with 1.9M reactions from USPTO patents (1976-2016). The task is: Predict the product of the given reaction. (1) Given the reactants FC(F)(F)C(O)=O.[NH:8]1[CH2:11][CH:10]([O:12][C:13]2[CH:18]=[C:17]([CH3:19])[C:16]([C:20]3[CH:25]=[CH:24][CH:23]=[C:22]([CH2:26][O:27][C:28]4[CH:41]=[CH:40][C:31]5[C@H:32]([CH2:35][C:36]([O:38][CH3:39])=[O:37])[CH2:33][O:34][C:30]=5[CH:29]=4)[CH:21]=3)=[C:15]([CH3:42])[CH:14]=2)[CH2:9]1.C(N(CC)CC)C.[C:50](Cl)(=[O:53])[CH2:51][CH3:52], predict the reaction product. The product is: [CH3:19][C:17]1[CH:18]=[C:13]([O:12][CH:10]2[CH2:11][N:8]([C:50](=[O:53])[CH2:51][CH3:52])[CH2:9]2)[CH:14]=[C:15]([CH3:42])[C:16]=1[C:20]1[CH:25]=[CH:24][CH:23]=[C:22]([CH2:26][O:27][C:28]2[CH:41]=[CH:40][C:31]3[C@H:32]([CH2:35][C:36]([O:38][CH3:39])=[O:37])[CH2:33][O:34][C:30]=3[CH:29]=2)[CH:21]=1. (2) Given the reactants [CH3:1][C:2]1[CH:7]=[C:6]([C:8](O)=[O:9])[CH:5]=[CH:4][C:3]=1[C:11]1[CH:16]=[CH:15][CH:14]=[CH:13][C:12]=1[C:17]([F:20])([F:19])[F:18].C1C=CN2CC3C=CC=CC=3NCC=12.C(N(CC)C(C)C)(C)C, predict the reaction product. The product is: [CH3:1][C:2]1[CH:7]=[C:6]([CH:8]=[O:9])[CH:5]=[CH:4][C:3]=1[C:11]1[CH:16]=[CH:15][CH:14]=[CH:13][C:12]=1[C:17]([F:18])([F:19])[F:20]. (3) Given the reactants [CH2:1]1[C:9]2[C:4](=[CH:5][CH:6]=[CH:7][CH:8]=2)[CH2:3][CH:2]1[N:10]([CH2:17][CH2:18][CH:19]1[CH2:23][CH2:22][CH2:21][N:20]1[CH3:24])[C:11]1[CH:16]=[CH:15][CH:14]=[CH:13][CH:12]=1.[CH3:25][I:26], predict the reaction product. The product is: [I-:26].[CH3:24][N+:20]1([CH3:25])[CH2:21][CH2:22][CH2:23][CH:19]1[CH2:18][CH2:17][N:10]([CH:2]1[CH2:3][C:4]2[C:9](=[CH:8][CH:7]=[CH:6][CH:5]=2)[CH2:1]1)[C:11]1[CH:12]=[CH:13][CH:14]=[CH:15][CH:16]=1. (4) Given the reactants [N:1]1([CH2:7][CH2:8][CH2:9][O:10][C:11]2[CH:18]=[CH:17][C:14]([CH:15]=O)=[CH:13][CH:12]=2)[CH2:6][CH2:5][CH2:4][CH2:3][CH2:2]1.[NH2:19][C:20]1[CH:25]=[CH:24][CH:23]=[CH:22][N:21]=1.C(O[BH-](OC(=O)C)OC(=O)C)(=O)C.[Na+].[OH-].[Na+].[CH2:42]([Cl:44])[Cl:43], predict the reaction product. The product is: [NH3:1].[CH2:42]([Cl:44])[Cl:43].[N:1]1([CH2:7][CH2:8][CH2:9][O:10][C:11]2[CH:18]=[CH:17][C:14]([CH2:15][NH:19][C:20]3[CH:25]=[CH:24][CH:23]=[CH:22][N:21]=3)=[CH:13][CH:12]=2)[CH2:6][CH2:5][CH2:4][CH2:3][CH2:2]1. (5) Given the reactants I[C:2]1[CH:3]=[C:4]([O:11][CH3:12])[CH:5]=[CH:6][C:7]=1[N+:8]([O-:10])=[O:9].C1([Mg]Cl)C=CC=CC=1.[CH3:21][C:22]([CH3:26])([CH3:25])[CH:23]=[O:24], predict the reaction product. The product is: [CH3:12][O:11][C:4]1[CH:5]=[CH:6][C:7]([N+:8]([O-:10])=[O:9])=[C:2]([CH:23]([OH:24])[C:22]([CH3:26])([CH3:25])[CH3:21])[CH:3]=1. (6) Given the reactants [CH3:1][O:2][C:3]1[CH:19]=[C:18]([O:20][CH3:21])[CH:17]=[C:16]([O:22][CH3:23])[C:4]=1[CH2:5][S:6][C:7]1[CH:12]=[CH:11][CH:10]=[CH:9][C:8]=1B(O)O.I[C:25]1[CH:26]=[C:27]([OH:31])[CH:28]=[CH:29][CH:30]=1.C([O-])([O-])=O.[Na+].[Na+], predict the reaction product. The product is: [CH3:1][O:2][C:3]1[CH:19]=[C:18]([O:20][CH3:21])[CH:17]=[C:16]([O:22][CH3:23])[C:4]=1[CH2:5][S:6][C:7]1[CH:12]=[CH:11][CH:10]=[CH:9][C:8]=1[C:25]1[CH:30]=[CH:29][CH:28]=[C:27]([OH:31])[CH:26]=1. (7) Given the reactants Br[C:2]1[CH:3]=[CH:4][C:5]([C:8]#[C:9][CH2:10][CH2:11][C:12]2[CH:17]=[CH:16][C:15]([CH2:18][N:19]3[CH2:23][CH2:22][CH2:21][CH2:20]3)=[CH:14][CH:13]=2)=[N:6][CH:7]=1.[Cl:24][C:25]1[CH:30]=[C:29]([Cl:31])[CH:28]=[CH:27][C:26]=1OB(O)O, predict the reaction product. The product is: [Cl:24][C:25]1[CH:30]=[C:29]([Cl:31])[CH:28]=[CH:27][C:26]=1[C:2]1[CH:3]=[CH:4][C:5]([C:8]#[C:9][CH2:10][CH2:11][C:12]2[CH:17]=[CH:16][C:15]([CH2:18][N:19]3[CH2:23][CH2:22][CH2:21][CH2:20]3)=[CH:14][CH:13]=2)=[N:6][CH:7]=1.